From a dataset of Forward reaction prediction with 1.9M reactions from USPTO patents (1976-2016). Predict the product of the given reaction. (1) Given the reactants Br[C:2]1[CH:35]=[CH:34][C:5]([CH2:6][N:7]2[C:11]3[CH:12]=[C:13]([O:16][CH2:17][C:18]4[C:22]([Cl:23])=[CH:21][N:20]([CH3:24])[N:19]=4)[CH:14]=[CH:15][C:10]=3[N:9]=[C:8]2[C@@H:25]2[CH2:30][CH2:29][CH2:28][CH2:27][C@@H:26]2[C:31]([OH:33])=[O:32])=[CH:4][CH:3]=1.[F:36][C:37]([F:48])([F:47])[C:38]1[CH:43]=[CH:42][C:41](B(O)O)=[CH:40][CH:39]=1, predict the reaction product. The product is: [Cl:23][C:22]1[C:18]([CH2:17][O:16][C:13]2[CH:14]=[CH:15][C:10]3[N:9]=[C:8]([C@H:25]4[CH2:30][CH2:29][CH2:28][CH2:27][C@H:26]4[C:31]([OH:33])=[O:32])[N:7]([CH2:6][C:5]4[CH:4]=[CH:3][C:2]([C:41]5[CH:42]=[CH:43][C:38]([C:37]([F:48])([F:47])[F:36])=[CH:39][CH:40]=5)=[CH:35][CH:34]=4)[C:11]=3[CH:12]=2)=[N:19][N:20]([CH3:24])[CH:21]=1. (2) Given the reactants [O:1]=[CH:2][C@H:3]([C@H:5]([C@@H:7]([C@@H:9]([CH2:11][OH:12])[OH:10])[OH:8])[OH:6])[OH:4].[Br:13][CH2:14][CH2:15]O, predict the reaction product. The product is: [Br:13][CH2:14][CH2:15][C:2]([C@H:3]([C@H:5]([C@@H:7]([C@@H:9]([CH2:11][OH:12])[OH:10])[OH:8])[OH:6])[OH:4])=[O:1]. (3) Given the reactants BrC1[CH:3]=[C:4]([CH2:8][NH2:9])C=CC=1.[CH3:10][Li].[C:12]([Li])([CH3:15])([CH3:14])C.[B:17](OC)([O:20]C)[O:18]C.Cl, predict the reaction product. The product is: [CH3:10][NH:9][C:8]1[CH:4]=[C:3]([B:17]([OH:20])[OH:18])[CH:15]=[CH:12][CH:14]=1. (4) Given the reactants C([S:8][C:9]1[CH:10]=[C:11]2[C:16](=[CH:17][CH:18]=1)[N:15]([C:19]1[CH:24]=[C:23]([CH3:25])[C:22]([Br:26])=[CH:21][C:20]=1[O:27][CH3:28])[C:14](=[O:29])[CH:13]=[CH:12]2)C1C=CC=CC=1.ClN1C(C)(C)C(=[O:38])N(Cl)C1=O.[F:41][C:42]1[C:47]([F:48])=[C:46]([F:49])[C:45]([F:50])=[C:44]([F:51])[C:43]=1[OH:52].C(N(CC)CC)C.[OH2:60], predict the reaction product. The product is: [Br:26][C:22]1[C:23]([CH3:25])=[CH:24][C:19]([N:15]2[C:16]3[C:11](=[CH:10][C:9]([S:8]([O:52][C:43]4[C:42]([F:41])=[C:47]([F:48])[C:46]([F:49])=[C:45]([F:50])[C:44]=4[F:51])(=[O:38])=[O:60])=[CH:18][CH:17]=3)[CH:12]=[CH:13][C:14]2=[O:29])=[C:20]([O:27][CH3:28])[CH:21]=1. (5) The product is: [C:1]([O:5][C:6](=[O:33])[NH:7][CH2:8][CH2:9][CH2:10][N:11]1[C:20]2[CH:19]=[CH:18][C:17]([N:34]3[CH2:38][CH2:37][CH2:36][CH2:35]3)=[CH:16][C:15]=2[C:14]2=[N:22][N:23]([CH:26]3[CH2:31][CH2:30][CH2:29][CH2:28][O:27]3)[C:24]([CH3:25])=[C:13]2[C:12]1=[O:32])([CH3:4])([CH3:3])[CH3:2]. Given the reactants [C:1]([O:5][C:6](=[O:33])[NH:7][CH2:8][CH2:9][CH2:10][N:11]1[C:20]2[CH:19]=[CH:18][C:17](Br)=[CH:16][C:15]=2[C:14]2=[N:22][N:23]([CH:26]3[CH2:31][CH2:30][CH2:29][CH2:28][O:27]3)[C:24]([CH3:25])=[C:13]2[C:12]1=[O:32])([CH3:4])([CH3:3])[CH3:2].[NH:34]1[CH2:38][CH2:37][CH2:36][CH2:35]1.C1(P(C2CCCCC2)C2C=CC=CC=2C2C=CC=CC=2N(C)C)CCCCC1.CC(C)([O-])C.[Na+], predict the reaction product. (6) The product is: [Br:1][C:2]1[C:7]([CH3:8])=[CH:6][C:5]([CH2:9][CH2:10][C:11](=[O:13])[CH3:12])=[CH:4][C:3]=1[CH3:14]. Given the reactants [Br:1][C:2]1[C:7]([CH3:8])=[CH:6][C:5]([CH2:9][CH2:10][CH:11]([OH:13])[CH3:12])=[CH:4][C:3]=1[CH3:14].CC(OI1(OC(C)=O)(OC(C)=O)OC(=O)C2C=CC=CC1=2)=O, predict the reaction product.